From a dataset of Forward reaction prediction with 1.9M reactions from USPTO patents (1976-2016). Predict the product of the given reaction. (1) Given the reactants C[O:2][C:3](=[O:21])[CH2:4][CH2:5][C:6]1[CH:11]=[CH:10][C:9]([O:12][C:13]2[CH:18]=[CH:17][CH:16]=[C:15](Br)[CH:14]=2)=[CH:8][C:7]=1[CH3:20].[OH:22][C:23]1[CH:28]=[CH:27][CH:26]=[CH:25][C:24]=1[C:29]([C:31]1[CH:36]=[CH:35][CH:34]=[CH:33][CH:32]=1)=[O:30], predict the reaction product. The product is: [C:29]([C:24]1[CH:25]=[CH:26][CH:27]=[CH:28][C:23]=1[O:22][C:15]1[CH:14]=[C:13]([CH:18]=[CH:17][CH:16]=1)[O:12][C:9]1[CH:10]=[CH:11][C:6]([CH2:5][CH2:4][C:3]([OH:2])=[O:21])=[C:7]([CH3:20])[CH:8]=1)(=[O:30])[C:31]1[CH:32]=[CH:33][CH:34]=[CH:35][CH:36]=1. (2) The product is: [C:1]([C:5]1[CH:26]=[CH:25][C:8]([CH2:9][CH:10]([CH:16]([C:18]2[CH:23]=[CH:22][CH:21]=[C:20]([Cl:24])[CH:19]=2)[OH:17])[C:11]([OH:13])=[O:12])=[CH:7][CH:6]=1)([CH3:4])([CH3:2])[CH3:3]. Given the reactants [C:1]([C:5]1[CH:26]=[CH:25][C:8]([CH2:9][CH:10]([CH:16]([C:18]2[CH:23]=[CH:22][CH:21]=[C:20]([Cl:24])[CH:19]=2)[OH:17])[C:11]([O:13]CC)=[O:12])=[CH:7][CH:6]=1)([CH3:4])([CH3:3])[CH3:2].[OH-].[Na+], predict the reaction product. (3) Given the reactants [F:1][C:2]1[CH:7]=[C:6]([S:8]([CH3:11])(=[O:10])=[O:9])[CH:5]=[CH:4][C:3]=1[C:12]1[O:13][C:14]2[CH:20]=[CH:19][C:18](B3OC(C)(C)C(C)(C)O3)=[CH:17][C:15]=2[N:16]=1.FC(F)(F)S(O[C:36]1[CH2:41][CH2:40][N:39]([C:42]([O:44][C:45]([CH3:48])([CH3:47])[CH3:46])=[O:43])[CH2:38][CH:37]=1)(=O)=O.C(=O)([O-])[O-].[Na+].[Na+].C(Cl)Cl, predict the reaction product. The product is: [F:1][C:2]1[CH:7]=[C:6]([S:8]([CH3:11])(=[O:9])=[O:10])[CH:5]=[CH:4][C:3]=1[C:12]1[O:13][C:14]2[CH:20]=[CH:19][C:18]([C:36]3[CH2:41][CH2:40][N:39]([C:42]([O:44][C:45]([CH3:48])([CH3:47])[CH3:46])=[O:43])[CH2:38][CH:37]=3)=[CH:17][C:15]=2[N:16]=1.